From a dataset of Forward reaction prediction with 1.9M reactions from USPTO patents (1976-2016). Predict the product of the given reaction. (1) Given the reactants [CH2:1]([O:3][C:4]1[CH:5]=[C:6]2[C:11](=[CH:12][C:13]=1[O:14][CH3:15])[N:10]=[CH:9][NH:8][C:7]2=O)[CH3:2].O=P(Cl)(Cl)[Cl:19], predict the reaction product. The product is: [Cl:19][C:7]1[C:6]2[C:11](=[CH:12][C:13]([O:14][CH3:15])=[C:4]([O:3][CH2:1][CH3:2])[CH:5]=2)[N:10]=[CH:9][N:8]=1. (2) Given the reactants CCN(C(C)C)C(C)C.Cl[C:11]1[N:16]=[C:15]([Cl:17])[N:14]=[CH:13][N:12]=1.[F:18][C:19]1[CH:20]=[C:21]([CH:23]=[C:24]([CH2:26][S:27]([CH3:30])(=[O:29])=[O:28])[CH:25]=1)[NH2:22], predict the reaction product. The product is: [Cl:17][C:15]1[N:14]=[CH:13][N:12]=[C:11]([NH:22][C:21]2[CH:23]=[C:24]([CH2:26][S:27]([CH3:30])(=[O:29])=[O:28])[CH:25]=[C:19]([F:18])[CH:20]=2)[N:16]=1. (3) Given the reactants [Cl:1][C:2]1[CH:3]=[CH:4][C:5](F)=[C:6]([CH:9]=1)[CH:7]=[O:8].[CH3:11][C:12]1[N:16]=[CH:15][NH:14][N:13]=1.C([O-])([O-])=O.[Cs+].[Cs+], predict the reaction product. The product is: [Cl:1][C:2]1[CH:3]=[CH:4][C:5]([N:14]2[CH:15]=[N:16][C:12]([CH3:11])=[N:13]2)=[C:6]([CH:9]=1)[CH:7]=[O:8]. (4) The product is: [CH3:19][O:20][C:21](=[O:24])[CH:22]=[CH:23][C:14](=[C:15]([NH:8][CH2:7][C:6]1[CH:9]=[CH:10][C:3]([O:2][CH3:1])=[CH:4][CH:5]=1)[CH3:16])[C:13]([O:12][CH3:11])=[O:18]. Given the reactants [CH3:1][O:2][C:3]1[CH:10]=[CH:9][C:6]([CH2:7][NH2:8])=[CH:5][CH:4]=1.[CH3:11][O:12][C:13](=[O:18])[CH2:14][C:15](=O)[CH3:16].[CH3:19][O:20][C:21](=[O:24])[C:22]#[CH:23], predict the reaction product. (5) The product is: [NH2:35][C:5]([C:8]1[O:9][C:10]2[CH:16]=[CH:15][C:14]([C:17]3[N:21]=[C:20]([C:22]4[CH:27]=[CH:26][C:25]([O:28][CH2:29][CH2:30][CH3:31])=[C:24]([N+:32]([O-:34])=[O:33])[CH:23]=4)[O:19][N:18]=3)=[CH:13][C:11]=2[CH:12]=1)([CH2:4][OH:3])[CH2:6][OH:7]. Given the reactants CC1(C)[O:7][CH2:6][C:5]([NH:35]C(=O)OC(C)(C)C)([C:8]2[O:9][C:10]3[CH:16]=[CH:15][C:14]([C:17]4[N:21]=[C:20]([C:22]5[CH:27]=[CH:26][C:25]([O:28][CH2:29][CH2:30][CH3:31])=[C:24]([N+:32]([O-:34])=[O:33])[CH:23]=5)[O:19][N:18]=4)=[CH:13][C:11]=3[CH:12]=2)[CH2:4][O:3]1.ClC1C=C(C2ON=C(C3C=CC4OC(C5(NC(=O)OC(C)(C)C)COC(C)(C)OC5)=CC=4C=3)N=2)C=CC=1OCCC, predict the reaction product.